This data is from Full USPTO retrosynthesis dataset with 1.9M reactions from patents (1976-2016). The task is: Predict the reactants needed to synthesize the given product. (1) Given the product [C:6]([O:10][CH2:11][CH:12]([C:15]1[CH:16]=[CH:17][C:18]([Cl:21])=[CH:19][CH:20]=1)[C:13]#[N:14])(=[O:5])[CH3:7], predict the reactants needed to synthesize it. The reactants are: C(#N)CC.[OH:5][CH2:6][CH2:7]C#N.[OH:10][CH2:11][CH:12]([C:15]1[CH:20]=[CH:19][C:18]([Cl:21])=[CH:17][CH:16]=1)[C:13]#[N:14]. (2) Given the product [CH:26]([C:3]1[C:2]([CH3:1])=[C:11]([CH3:12])[C:10]([CH2:13][C:14]2[CH:15]=[CH:16][C:17]([C:20]3[CH:24]=[CH:23][N:22]([CH3:25])[N:21]=3)=[CH:18][CH:19]=2)=[CH:9][C:4]=1[C:5]([O:7][CH3:8])=[O:6])=[O:30], predict the reactants needed to synthesize it. The reactants are: [CH3:1][C:2]1[C:3]([CH:26]=C)=[C:4]([CH:9]=[C:10]([CH2:13][C:14]2[CH:19]=[CH:18][C:17]([C:20]3[CH:24]=[CH:23][N:22]([CH3:25])[N:21]=3)=[CH:16][CH:15]=2)[C:11]=1[CH3:12])[C:5]([O:7][CH3:8])=[O:6].CC(C)=[O:30].C(#N)C.I([O-])(=O)(=O)=O.[Na+].